This data is from Catalyst prediction with 721,799 reactions and 888 catalyst types from USPTO. The task is: Predict which catalyst facilitates the given reaction. (1) Reactant: FC(F)(F)C(O)=O.[CH3:8][N:9]([CH2:11][C:12]1[CH:17]=[CH:16][N:15]=[CH:14][C:13]=1[NH:18]C(=O)OC(C)(C)C)[CH3:10]. Product: [CH3:10][N:9]([CH2:11][C:12]1[CH:17]=[CH:16][N:15]=[CH:14][C:13]=1[NH2:18])[CH3:8]. The catalyst class is: 2. (2) Reactant: [I:1][C:2]1[CH:7]=[CH:6][C:5]([OH:8])=[CH:4][CH:3]=1.C(=O)([O-])[O-].[K+].[K+].Cl[CH2:16][CH2:17][CH2:18][O:19][CH3:20]. Product: [I:1][C:2]1[CH:7]=[CH:6][C:5]([O:8][CH2:16][CH2:17][CH2:18][O:19][CH3:20])=[CH:4][CH:3]=1. The catalyst class is: 10. (3) Reactant: CN(OC)[C:3](=[O:17])[CH2:4][C:5]([C:8]1[C:16]2[O:15][CH2:14][CH2:13][C:12]=2[CH:11]=[CH:10][CH:9]=1)([CH3:7])[CH3:6].CC(C[AlH]CC(C)C)C.S(=O)(=O)(O)O.C(OCC)(=O)C. Product: [O:15]1[C:16]2[C:8]([C:5]([CH3:7])([CH3:6])[CH2:4][CH:3]=[O:17])=[CH:9][CH:10]=[CH:11][C:12]=2[CH2:13][CH2:14]1. The catalyst class is: 1. (4) Reactant: Br[C:2]1[C:7]2[CH:8]=[C:9]([C:12]([F:15])([F:14])[F:13])[CH:10]=[CH:11][C:6]=2[O:5][C:4]([CH2:18][F:19])([CH2:16][F:17])[CH:3]=1.C([Li])CCC.[CH2:25]([N:27]=[C:28]=[S:29])[CH3:26]. Product: [CH2:25]([NH:27][C:28]([C:2]1[C:7]2[CH:8]=[C:9]([C:12]([F:15])([F:14])[F:13])[CH:10]=[CH:11][C:6]=2[O:5][C:4]([CH2:18][F:19])([CH2:16][F:17])[CH:3]=1)=[S:29])[CH3:26]. The catalyst class is: 27. (5) Reactant: [C:1]([O:4][C:5]1[CH:29]=[CH:28][C:8]([C:9]2[C:18](=[O:19])[C:17]3[C:12](=[C:13]([O:24][C:25](=[O:27])[CH3:26])[C:14]([O:20][C:21](=[O:23])[CH3:22])=[CH:15][CH:16]=3)[O:11][CH:10]=2)=[CH:7][CH:6]=1)(=[O:3])[CH3:2]. Product: [C:1]([O:4][C:5]1[CH:29]=[CH:28][C:8]([CH:9]2[CH:18]([OH:19])[C:17]3[C:12](=[C:13]([O:24][C:25](=[O:27])[CH3:26])[C:14]([O:20][C:21](=[O:23])[CH3:22])=[CH:15][CH:16]=3)[O:11][CH2:10]2)=[CH:7][CH:6]=1)(=[O:3])[CH3:2]. The catalyst class is: 19. (6) Reactant: Cl.[F:2][C:3]1[CH:8]=[CH:7][C:6]([CH:9]2[CH2:14][CH2:13][NH:12][CH2:11][CH2:10]2)=[CH:5][CH:4]=1.BrCCCC1C=CC=C2C(NC(=O)C=12)=O.C(=O)([O-])[O-].[K+].[K+]. Product: [F:2][C:3]1[CH:8]=[CH:7][C:6]([CH:9]2[CH2:10][CH2:11][NH:12][CH2:13][CH2:14]2)=[CH:5][CH:4]=1. The catalyst class is: 3. (7) Reactant: O=C1C2C(=CC=CC=2)C(=O)[N:3]1[CH2:12][CH2:13][C:14]1[N:23]=[C:22]([C:24]([O:26]CC)=[O:25])[C:21]2[C:16](=[CH:17][CH:18]=[CH:19][CH:20]=2)[N:15]=1.[OH-].[K+].Cl. The catalyst class is: 6. Product: [NH2:3][CH2:12][CH2:13][C:14]1[N:23]=[C:22]([C:24]([OH:26])=[O:25])[C:21]2[C:16](=[CH:17][CH:18]=[CH:19][CH:20]=2)[N:15]=1. (8) Reactant: [NH2:1][C:2]1[S:3][CH:4]=[CH:5][N:6]=1.Cl[CH:8]([C:14]([CH3:16])=O)[C:9]([O:11][CH2:12][CH3:13])=[O:10]. Product: [CH3:16][C:14]1[N:1]=[C:2]2[N:6]([C:8]=1[C:9]([O:11][CH2:12][CH3:13])=[O:10])[CH:5]=[CH:4][S:3]2. The catalyst class is: 8.